From a dataset of Reaction yield outcomes from USPTO patents with 853,638 reactions. Predict the reaction yield, written as a fraction of the theoretical maximum amount of product (1.0 means a 100% yield; for example, 0.34 means a 34% yield). (1) The reactants are O[C@H:2]1[CH2:7][CH2:6][C@H:5]([N:8]2[CH2:12][CH2:11][CH2:10][C:9]2=[O:13])[CH2:4][CH2:3]1.CCN(S(F)(F)F)CC. No catalyst specified. The product is [CH:5]1([N:8]2[CH2:12][CH2:11][CH2:10][C:9]2=[O:13])[CH2:6][CH2:7][CH:2]=[CH:3][CH2:4]1. The yield is 0.260. (2) The reactants are [Cl-].O[NH3+:3].[C:4](=[O:7])([O-])[OH:5].[Na+].CS(C)=O.[OH:13][C:14]([CH3:45])([CH3:44])[CH2:15][N:16]1[C:21](=[O:22])[C:20]([CH2:23][C:24]2[CH:29]=[CH:28][C:27]([C:30]3[C:31]([C:36]#[N:37])=[CH:32][CH:33]=[CH:34][CH:35]=3)=[CH:26][CH:25]=2)=[C:19]([CH2:38][CH2:39][CH3:40])[N:18]2[N:41]=[CH:42][N:43]=[C:17]12. The catalyst is C(OCC)(=O)C. The product is [OH:13][C:14]([CH3:44])([CH3:45])[CH2:15][N:16]1[C:21](=[O:22])[C:20]([CH2:23][C:24]2[CH:25]=[CH:26][C:27]([C:30]3[CH:35]=[CH:34][CH:33]=[CH:32][C:31]=3[C:36]3[NH:3][C:4](=[O:7])[O:5][N:37]=3)=[CH:28][CH:29]=2)=[C:19]([CH2:38][CH2:39][CH3:40])[N:18]2[N:41]=[CH:42][N:43]=[C:17]12. The yield is 0.240. (3) The reactants are [F:1][C:2]1[CH:3]=[CH:4][C:5]2[O:9][C:8]([CH:10]=[O:11])=[C:7]([CH2:12][O:13][CH3:14])[C:6]=2[CH:15]=1.[CH:16]1([Mg]Br)[CH2:21][CH2:20][CH2:19][CH2:18][CH2:17]1.[Cl-].[NH4+].C[N+]1([O-])CCOCC1. The catalyst is O1CCCC1.[Ru]([O-])(=O)(=O)=O.C([N+](CCC)(CCC)CCC)CC.C(#N)C. The product is [CH:16]1([C:10]([C:8]2[O:9][C:5]3[CH:4]=[CH:3][C:2]([F:1])=[CH:15][C:6]=3[C:7]=2[CH2:12][O:13][CH3:14])=[O:11])[CH2:21][CH2:20][CH2:19][CH2:18][CH2:17]1. The yield is 0.570. (4) The reactants are Cl[C:2]1[C:11]2[C:6](=[CH:7][C:8]([O:16][CH3:17])=[C:9]([C:12]([O:14][CH3:15])=[O:13])[CH:10]=2)[N:5]=[CH:4][CH:3]=1.[OH:18][C:19]1[CH:20]=[C:21]2[C:25](=[CH:26][CH:27]=1)[NH:24][CH:23]=[CH:22]2.C(N(C(C)C)CC)(C)C. The catalyst is CN1CCCC1=O. The product is [CH3:15][O:14][C:12]([C:9]1[CH:10]=[C:11]2[C:6](=[CH:7][C:8]=1[O:16][CH3:17])[N:5]=[CH:4][CH:3]=[C:2]2[O:18][C:19]1[CH:20]=[C:21]2[C:25](=[CH:26][CH:27]=1)[NH:24][CH:23]=[CH:22]2)=[O:13]. The yield is 0.298. (5) The reactants are CCN(C(C)C)C(C)C.[C:10]([C:14]1[N:18]([CH2:19][CH:20]2[CH2:25][CH2:24][O:23][CH2:22][CH2:21]2)[C:17]2[CH:26]=[CH:27][C:28]([S:30]([N:33]3[CH:37]=[CH:36][C:35]([C:38]([OH:40])=O)=[CH:34]3)(=[O:32])=[O:31])=[CH:29][C:16]=2[N:15]=1)([CH3:13])([CH3:12])[CH3:11].[CH2:41]([CH2:43][NH2:44])[OH:42].CN(C(ON1N=NC2C=CC=NC1=2)=[N+](C)C)C.F[P-](F)(F)(F)(F)F. The catalyst is CN(C=O)C. The product is [C:10]([C:14]1[N:18]([CH2:19][CH:20]2[CH2:25][CH2:24][O:23][CH2:22][CH2:21]2)[C:17]2[CH:26]=[CH:27][C:28]([S:30]([N:33]3[CH:37]=[CH:36][C:35]([C:38]([NH:44][CH2:43][CH2:41][OH:42])=[O:40])=[CH:34]3)(=[O:31])=[O:32])=[CH:29][C:16]=2[N:15]=1)([CH3:11])([CH3:12])[CH3:13]. The yield is 0.720. (6) The reactants are [Cl:1][C:2]1[N:3]([CH2:10][C@:11]2([CH3:14])[CH2:13][O:12]2)[CH:4]=[C:5]([N+:7]([O-:9])=[O:8])[N:6]=1.[Cl:15][C:16]1[CH:21]=[CH:20][C:19]([CH:22]=[CH:23][CH2:24][O:25][CH:26]2[CH2:31][CH2:30][NH:29][CH2:28][CH2:27]2)=[CH:18][CH:17]=1. No catalyst specified. The product is [Cl:1][C:2]1[N:3]([CH2:10][C@@:11]([CH3:14])([OH:12])[CH2:13][N:29]2[CH2:28][CH2:27][CH:26]([O:25][CH2:24][CH:23]=[CH:22][C:19]3[CH:18]=[CH:17][C:16]([Cl:15])=[CH:21][CH:20]=3)[CH2:31][CH2:30]2)[CH:4]=[C:5]([N+:7]([O-:9])=[O:8])[N:6]=1. The yield is 0.560. (7) The reactants are [Cl:1][C:2]1[N:7]2[N:8]=[C:9]([C:11]3[CH:16]=[CH:15][CH:14]=[C:13]([Cl:17])[CH:12]=3)[CH:10]=[C:6]2[N:5]=[C:4]([CH3:18])[C:3]=1[CH:19]([OH:24])[C:20]([O:22][CH3:23])=[O:21].C(O[C:29]([CH3:32])([CH3:31])[CH3:30])(=O)C.Cl(O)(=O)(=O)=O. The catalyst is C(Cl)Cl. The product is [C:29]([O:24][CH:19]([C:3]1[C:4]([CH3:18])=[N:5][C:6]2[N:7]([N:8]=[C:9]([C:11]3[CH:16]=[CH:15][CH:14]=[C:13]([Cl:17])[CH:12]=3)[CH:10]=2)[C:2]=1[Cl:1])[C:20]([O:22][CH3:23])=[O:21])([CH3:32])([CH3:31])[CH3:30]. The yield is 0.660. (8) The reactants are [N:1]([C:10]([O:12][C:13]([CH3:16])([CH3:15])[CH3:14])=[O:11])=[N:2][C:3]([O:5][C:6]([CH3:9])([CH3:8])[CH3:7])=[O:4].[C:17]1([SiH3])[CH:22]=[CH:21][CH:20]=[CH:19]C=1.C1C23CC12C3. The yield is 0.930. The catalyst is CC(O)C.ClCCl.CCCCC.CC(C)(C)/C(/O)=C/C(C(C)(C)C)=O.CC(C)(C)/C(/O)=C/C(C(C)(C)C)=O.CC(C)(C)/C(/O)=C/C(C(C)(C)C)=O.[Mn]. The product is [C:20]12([N:1]([C:10]([O:12][C:13]([CH3:16])([CH3:15])[CH3:14])=[O:11])[NH:2][C:3]([O:5][C:6]([CH3:7])([CH3:8])[CH3:9])=[O:4])[CH2:19][CH:22]([CH2:21]1)[CH2:17]2.